Dataset: Forward reaction prediction with 1.9M reactions from USPTO patents (1976-2016). Task: Predict the product of the given reaction. (1) Given the reactants [CH3:1][O:2][C:3]([C:5]1[CH:10]=[N:9][C:8](Cl)=[CH:7][N:6]=1)=[O:4].[NH:12]1[CH2:17][CH2:16][O:15][CH2:14][CH2:13]1.CCN(CC)CC.[Na+].[Cl-], predict the reaction product. The product is: [CH3:1][O:2][C:3]([C:5]1[CH:10]=[N:9][C:8]([N:12]2[CH2:17][CH2:16][O:15][CH2:14][CH2:13]2)=[CH:7][N:6]=1)=[O:4]. (2) Given the reactants CN([CH2:4][C:5]1[C:9]2[CH:10]=[CH:11][CH:12]=[C:13]([O:14][CH2:15][C:16]3[CH:21]=[CH:20][CH:19]=[CH:18][CH:17]=3)[C:8]=2[NH:7][CH:6]=1)C.[OH-].[Na+].[N+:24]([CH:27]([CH3:29])[CH3:28])([O-:26])=[O:25], predict the reaction product. The product is: [CH3:28][C:27]([N+:24]([O-:26])=[O:25])([CH3:29])[CH2:4][C:5]1[C:9]2[C:8](=[C:13]([O:14][CH2:15][C:16]3[CH:17]=[CH:18][CH:19]=[CH:20][CH:21]=3)[CH:12]=[CH:11][CH:10]=2)[NH:7][CH:6]=1.